This data is from Catalyst prediction with 721,799 reactions and 888 catalyst types from USPTO. The task is: Predict which catalyst facilitates the given reaction. (1) Reactant: [CH3:1][CH2:2][N:3]([CH:7]([CH3:9])C)[CH:4]([CH3:6])C.Cl[C:11]1[N:16]=[C:15]([C:17]2[CH:26]=[CH:25][C:24]3[C:19](=[CH:20][CH:21]=[CH:22][CH:23]=3)[CH:18]=2)[CH:14]=[CH:13][N:12]=1.C(O[CH2:31][CH3:32])(=O)C. Product: [CH2:7]([N:3]1[CH2:2][CH2:1][C:32]2([CH2:31][N:12]([C:11]3[N:16]=[C:15]([C:17]4[CH:26]=[CH:25][C:24]5[C:19](=[CH:20][CH:21]=[CH:22][CH:23]=5)[CH:18]=4)[CH:14]=[CH:13][N:12]=3)[CH2:13][CH2:14]2)[CH2:6][CH2:4]1)[C:9]1[CH:25]=[CH:26][CH:17]=[CH:18][CH:19]=1. The catalyst class is: 16. (2) Reactant: [OH:1][CH2:2][CH2:3][N:4]1[C:9]2[CH:10]=[C:11]([C:15]([N:17]([CH:31]([CH3:33])[CH3:32])[C@@H:18]3[CH2:23][CH2:22][CH2:21][N:20]([C:24]([O:26][C:27]([CH3:30])([CH3:29])[CH3:28])=[O:25])[CH2:19]3)=[O:16])[C:12]([CH3:14])=[CH:13][C:8]=2[O:7][C:6]([CH3:35])([CH3:34])[C:5]1=[O:36].[H-].[Na+].CN(C)C=O.[C:44](Cl)(=[O:47])[CH2:45][CH3:46]. Product: [CH:31]([N:17]([C:15]([C:11]1[C:12]([CH3:14])=[CH:13][C:8]2[O:7][C:6]([CH3:34])([CH3:35])[C:5](=[O:36])[N:4]([CH2:3][CH2:2][O:1][C:44](=[O:47])[CH2:45][CH3:46])[C:9]=2[CH:10]=1)=[O:16])[C@@H:18]1[CH2:23][CH2:22][CH2:21][N:20]([C:24]([O:26][C:27]([CH3:29])([CH3:28])[CH3:30])=[O:25])[CH2:19]1)([CH3:32])[CH3:33]. The catalyst class is: 6. (3) Reactant: [C:1]([C:3]1[CH:8]=[CH:7][C:6]([N:9]2[CH:17]3[C:12]([CH2:13][CH2:14][CH2:15][CH2:16]3)=[C:11]([CH2:18][C:19](O)=[O:20])[C:10]2=[O:22])=[CH:5][CH:4]=1)#[N:2].N#N. Product: [OH:20][CH2:19][CH2:18][C:11]1[C:10](=[O:22])[N:9]([C:6]2[CH:7]=[CH:8][C:3]([C:1]#[N:2])=[CH:4][CH:5]=2)[CH:17]2[C:12]=1[CH2:13][CH2:14][CH2:15][CH2:16]2. The catalyst class is: 49. (4) Reactant: [F:1][C:2]1[CH:7]=[CH:6][C:5]([C:8]([F:11])([F:10])[F:9])=[CH:4][C:3]=1[C:12]1[CH:16]=[C:15]([C:17]2[CH:26]=[CH:25][C:24]3[C:19](=[CH:20][CH:21]=[C:22]([O:27][CH3:28])[CH:23]=3)[CH:18]=2)[N:14]([C@H:29]([C:31]2[CH:39]=[CH:38][C:34]([C:35]([OH:37])=O)=[CH:33][CH:32]=2)[CH3:30])[N:13]=1.Cl.[C:41]([O:45][C:46](=[O:50])[CH2:47][CH2:48][NH2:49])([CH3:44])([CH3:43])[CH3:42].CCN(C(C)C)C(C)C.C1CN([P+](ON2N=NC3C=CC=CC2=3)(N2CCCC2)N2CCCC2)CC1.F[P-](F)(F)(F)(F)F. Product: [F:1][C:2]1[CH:7]=[CH:6][C:5]([C:8]([F:10])([F:9])[F:11])=[CH:4][C:3]=1[C:12]1[CH:16]=[C:15]([C:17]2[CH:26]=[CH:25][C:24]3[C:19](=[CH:20][CH:21]=[C:22]([O:27][CH3:28])[CH:23]=3)[CH:18]=2)[N:14]([C@H:29]([C:31]2[CH:32]=[CH:33][C:34]([C:35]([NH:49][CH2:48][CH2:47][C:46]([O:45][C:41]([CH3:44])([CH3:43])[CH3:42])=[O:50])=[O:37])=[CH:38][CH:39]=2)[CH3:30])[N:13]=1. The catalyst class is: 39. (5) Reactant: C(OC([N:8]([C:16]1[C:21]([O:22][CH2:23][C@@H:24]([N:26]([CH3:32])[C:27](=[O:31])[C:28]#[C:29][CH3:30])[CH3:25])=[C:20]([C:33]2[CH:38]=[C:37]([F:39])[CH:36]=[C:35]([N:40](C(OC(C)(C)C)=O)[C:41](=[O:51])[C:42]3[CH:47]=[CH:46][C:45]([CH:48]4[CH2:50][CH2:49]4)=[CH:44][CH:43]=3)[C:34]=2[CH3:59])[N:19]=[CH:18][N:17]=1)C(=O)OC(C)(C)C)=O)(C)(C)C.C(O)(C(F)(F)[F:63])=O. Product: [NH2:8][C:16]1[N:17]=[CH:18][N:19]=[C:20]([C:33]2[C:34]([CH3:59])=[C:35]([NH:40][C:41](=[O:51])[C:42]3[CH:43]=[CH:44][C:45]([CH:48]4[CH2:50][CH2:49]4)=[CH:46][C:47]=3[F:63])[CH:36]=[C:37]([F:39])[CH:38]=2)[C:21]=1[O:22][CH2:23][C@@H:24]([N:26]([CH3:32])[C:27](=[O:31])[C:28]#[C:29][CH3:30])[CH3:25]. The catalyst class is: 34. (6) Reactant: [O:1]1[C:5]2[CH:6]=[CH:7][CH:8]=[C:9]([C:10]([CH3:18])([CH3:17])[CH2:11][C:12](=[O:16])[C:13]([OH:15])=O)[C:4]=2[O:3][CH2:2]1.S(Cl)(Cl)=O.[NH2:23][C:24]1[CH:25]=[CH:26][C:27]2[C:32](=[O:33])[O:31][N:30]=[C:29]([CH3:34])[C:28]=2[CH:35]=1.O. Product: [O:1]1[C:5]2[CH:6]=[CH:7][CH:8]=[C:9]([C:10]([CH3:18])([CH3:17])[CH2:11][C:12](=[O:16])[C:13]([NH:23][C:24]3[CH:25]=[CH:26][C:27]4[C:32](=[O:33])[O:31][N:30]=[C:29]([CH3:34])[C:28]=4[CH:35]=3)=[O:15])[C:4]=2[O:3][CH2:2]1. The catalyst class is: 44. (7) Reactant: [F:1][C:2]1[CH:3]=[CH:4][CH:5]=[C:6]2[C:11]=1[N:10]=[CH:9][CH:8]=[C:7]2[NH:12][C:13]([NH:15][C:16]1[CH:21]=[CH:20][CH:19]=[C:18](I)[N:17]=1)=[O:14].[O:23]1[CH2:28][CH:27]=[C:26](B2OC(C)(C)C(C)(C)O2)[CH2:25][CH2:24]1.C(=O)([O-])[O-].[Na+].[Na+]. Product: [O:23]1[CH2:24][CH:25]=[C:26]([C:18]2[N:17]=[C:16]([NH:15][C:13]([NH:12][C:7]3[C:6]4[C:11](=[C:2]([F:1])[CH:3]=[CH:4][CH:5]=4)[N:10]=[CH:9][CH:8]=3)=[O:14])[CH:21]=[CH:20][CH:19]=2)[CH2:27][CH2:28]1. The catalyst class is: 128. (8) Reactant: [F:1][C:2]([F:33])([F:32])[C:3]1[CH:4]=[C:5]([CH:29]=[CH:30][CH:31]=1)[CH2:6][NH:7][C:8](=[O:28])[C:9]1[CH:14]=[CH:13][N:12]=[C:11]([C:15]2[CH:20]=[C:19]([N:21]([CH2:23][CH2:24][CH2:25][CH3:26])[CH3:22])[CH:18]=[CH:17][C:16]=2[NH2:27])[CH:10]=1.[CH3:34][N:35]([CH2:47][CH2:48][N:49]1[CH2:54][CH2:53][O:52][CH2:51][CH2:50]1)[C:36]([C:38]1[CH:39]=[C:40]([CH:44]=[CH:45][CH:46]=1)[C:41](O)=[O:42])=[O:37].CCN=C=NCCCN(C)C.Cl. Product: [CH2:23]([N:21]([CH3:22])[C:19]1[CH:18]=[CH:17][C:16]([NH:27][C:41](=[O:42])[C:40]2[CH:44]=[CH:45][CH:46]=[C:38]([C:36]([N:35]([CH3:34])[CH2:47][CH2:48][N:49]3[CH2:50][CH2:51][O:52][CH2:53][CH2:54]3)=[O:37])[CH:39]=2)=[C:15]([C:11]2[CH:10]=[C:9]([C:8](=[O:28])[NH:7][CH2:6][C:5]3[CH:29]=[CH:30][CH:31]=[C:3]([C:2]([F:32])([F:1])[F:33])[CH:4]=3)[CH:14]=[CH:13][N:12]=2)[CH:20]=1)[CH2:24][CH2:25][CH3:26]. The catalyst class is: 112. (9) Reactant: [CH2:1]([N:3]([CH2:20][CH3:21])[CH2:4][CH2:5][NH:6]C(C1C=CC2C(=CC=C(I)C=2)C=1)=O)[CH3:2].[I:22][C:23]1[C:31]2[CH:30]=[C:29]([C:32]([O:34]C)=O)[S:28][C:27]=2[CH:26]=[CH:25][CH:24]=1.[K+].[Br-]. Product: [CH2:1]([N:3]([CH2:20][CH3:21])[CH2:4][CH2:5][NH:6][C:32]([C:29]1[S:28][C:27]2[CH:26]=[CH:25][CH:24]=[C:23]([I:22])[C:31]=2[CH:30]=1)=[O:34])[CH3:2]. The catalyst class is: 429.